Dataset: Peptide-MHC class I binding affinity with 185,985 pairs from IEDB/IMGT. Task: Regression. Given a peptide amino acid sequence and an MHC pseudo amino acid sequence, predict their binding affinity value. This is MHC class I binding data. (1) The peptide sequence is STDNAVYQCR. The MHC is HLA-A03:01 with pseudo-sequence HLA-A03:01. The binding affinity (normalized) is 0.200. (2) The peptide sequence is YSHGTGTGY. The MHC is HLA-B27:05 with pseudo-sequence HLA-B27:05. The binding affinity (normalized) is 0.0847. (3) The peptide sequence is TTPFYCGII. The MHC is Mamu-A01 with pseudo-sequence Mamu-A01. The binding affinity (normalized) is 0.645. (4) The peptide sequence is FLSHHFTLV. The MHC is HLA-A02:01 with pseudo-sequence HLA-A02:01. The binding affinity (normalized) is 1.00. (5) The peptide sequence is SIYYTLVRM. The MHC is HLA-B39:01 with pseudo-sequence HLA-B39:01. The binding affinity (normalized) is 0.0847. (6) The peptide sequence is NLFDIPLLTV. The MHC is H-2-Db with pseudo-sequence H-2-Db. The binding affinity (normalized) is 0. (7) The peptide sequence is FYFTNDVSFL. The MHC is HLA-A23:01 with pseudo-sequence HLA-A23:01. The binding affinity (normalized) is 0.623.